Dataset: Experimentally validated miRNA-target interactions with 360,000+ pairs, plus equal number of negative samples. Task: Binary Classification. Given a miRNA mature sequence and a target amino acid sequence, predict their likelihood of interaction. (1) The miRNA is hsa-miR-6762-5p with sequence CGGGGCCAUGGAGCAGCCUGUGU. The protein sequence of the target gene is MQKLQLCVYIYLFMLIVAGPVDLNENSEQKENVEKEGLCNACTWRQNTKSSRIEAIKIQILSKLRLETAPNISKDVIRQLLPKAPPLRELIDQYDVQRDDSSDGSLEDDDYHATTETIITMPTESDFLMQVDGKPKCCFFKFSSKIQYNKVVKAQLWIYLRPVETPTTVFVQILRLIKPMKDGTRYTGIRSLKLDMNPGTGIWQSIDVKTVLQNWLKQPESNLGIEIKALDENGHDLAVTFPGPGEDGLNPFLEVKVTDTPKRSRRDFGLDCDEHSTESRCCRYPLTVDFEAFGWDWIIA.... Result: 0 (no interaction). (2) The miRNA is hsa-miR-519e-5p with sequence UUCUCCAAAAGGGAGCACUUUC. The protein sequence of the target gene is MGRSRRTGAHRAHSLARQMKAKRRRPDLDEIHRELRPQGSARPQPDPNAEFDPDLPGGGLHRCLACARYFIDSTNLKTHFRSKDHKKRLKQLSVEPYSQEEAERAAGMGSYVPPRRLAVPTEVSTEVPEMDTST. Result: 0 (no interaction). (3) The protein sequence of the target gene is MMAALYPSTDLSGVSSSSLPSSPSSSSPNEVMALKDVREVKEENTLNEKLFLLACDKGDYYMVKKILEENSSGDLNINCVDVLGRNAVTITIENESLDILQLLLDYGCQKLMERIQNPEYSTTMDVAPVILAAHRNNYEILTMLLKQDVALPKPHAVGCECTLCSAKNKKDSLRHSRFRLDIYRCLASPALIMLTEEDPILRAFELSADLKELSLVEVEFWNDYEELARQCKMFAKDLLAQARNSRELEVILNHTSSDEPLDKRGLLEERMNLSRLKLAIKYNQKEFVSQSNCQQFLNTV.... The miRNA is cel-miR-234-3p with sequence UUAUUGCUCGAGAAUACCCUU. Result: 0 (no interaction). (4) The miRNA is mmu-miR-17-5p with sequence CAAAGUGCUUACAGUGCAGGUAG. The protein sequence of the target gene is MMRGCHICKLPGRVMGIRVLRFSLVVILVLLLVAGALTNLLPNIKEDKMLTLRREIKSPSKSALDSFTLIMQTYNRTDLLLRLLNHYQAVPSLHKVIVVWNNVGEKGPEELWNSLGPHPIPVIFKPQTANKMRNRLQVFPEVETNAVLMVDDDTLISAQDLVFAFSIWQQFPDQIIGFVPRKHVSTSSGIYSYGGFELQTPGPGNGDQYSMVLIGASFFNSKYLELFQKQPAAVHALIDETQNCDDIAMNFLVTRHTGKPSGIFVKPINMVNLEKETNGYSGMWHRAEHFLQRSYCINKL.... Result: 1 (interaction). (5) The miRNA is hsa-miR-1825 with sequence UCCAGUGCCCUCCUCUCC. The protein sequence of the target gene is MLVDGPSERPALCFLLLAVAMSFFGSALSIDETRAHLLLKEKMMRLGGRLVLNTKEELANERLMTLKIAEMKEAMRTLIFPPSMHFFQAKHLIERSQVFNILRMMPKGAALHLHDIGIVTMDWLVRNVTYRPHCHICFTPRGIMQFRFAHPTPRPSEKCSKWILLEDYRKRVQNVTEFDDSLLRNFTLVTQHPEVIYTNQNVVWSKFETIFFTISGLIHYAPVFRDYVFRSMQEFYEDNVLYMEIRARLLPVYELSGEHHDEEWSVKTYQEVAQKFVETHPEFIGIKIIYSDHRSKDVAV.... Result: 1 (interaction).